From a dataset of Full USPTO retrosynthesis dataset with 1.9M reactions from patents (1976-2016). Predict the reactants needed to synthesize the given product. Given the product [NH2:1][C:4]1[CH:5]=[C:6]([NH:10][C:11]([N:13]2[CH2:17][CH2:16][CH2:15][CH2:14]2)=[O:12])[CH:7]=[CH:8][CH:9]=1, predict the reactants needed to synthesize it. The reactants are: [N+:1]([C:4]1[CH:5]=[C:6]([NH:10][C:11]([N:13]2[CH2:17][CH2:16][CH2:15][CH2:14]2)=[O:12])[CH:7]=[CH:8][CH:9]=1)([O-])=O.O.NN.